This data is from Full USPTO retrosynthesis dataset with 1.9M reactions from patents (1976-2016). The task is: Predict the reactants needed to synthesize the given product. (1) Given the product [C:13]1([C:19]2([C:22]([NH:2][NH:1][C:3]3[CH:12]=[CH:11][CH:10]=[C:9]4[C:4]=3[CH:5]=[CH:6][CH:7]=[N:8]4)=[O:23])[CH2:20][CH2:21]2)[CH:18]=[CH:17][CH:16]=[CH:15][CH:14]=1, predict the reactants needed to synthesize it. The reactants are: [NH:1]([C:3]1[CH:12]=[CH:11][CH:10]=[C:9]2[C:4]=1[CH:5]=[CH:6][CH:7]=[N:8]2)[NH2:2].[C:13]1([C:19]2([C:22](Cl)=[O:23])[CH2:21][CH2:20]2)[CH:18]=[CH:17][CH:16]=[CH:15][CH:14]=1. (2) Given the product [CH:13]1([O:12][C:4]2[CH:3]=[C:2]([B:16]3[O:20][C:19]([CH3:22])([CH3:21])[C:18]([CH3:24])([CH3:23])[O:17]3)[CH:7]=[CH:6][C:5]=2[O:8][CH:9]([F:11])[F:10])[CH2:15][CH2:14]1, predict the reactants needed to synthesize it. The reactants are: Br[C:2]1[CH:7]=[CH:6][C:5]([O:8][CH:9]([F:11])[F:10])=[C:4]([O:12][CH:13]2[CH2:15][CH2:14]2)[CH:3]=1.[B:16]1([B:16]2[O:20][C:19]([CH3:22])([CH3:21])[C:18]([CH3:24])([CH3:23])[O:17]2)[O:20][C:19]([CH3:22])([CH3:21])[C:18]([CH3:24])([CH3:23])[O:17]1.C([O-])(=O)C.[K+].[Cl-].[NH4+]. (3) The reactants are: [CH3:1][CH2:2][CH:3](O)[CH2:4][C:5]([OH:7])=O.[CH3:9][CH:10](O)[CH2:11][C:12]([OH:14])=[O:13].C(=O)([O-])[O-].C1(=O)OCCCO1.C1(=O)O[CH2:32][CH2:31][CH2:30][CH2:29][O:28]1.C1(=O)OCC(C)(C)CO1.C(O[C:47]1(OCC)[CH2:51][CH2:50][CH2:49]O1)C. Given the product [CH2:5]([OH:7])[CH2:4][CH2:3][CH2:2][CH2:1][CH2:12][OH:13].[CH2:29]([OH:28])[CH2:30][CH2:31][CH2:32][CH2:49][CH2:50][CH2:51][CH2:47][CH2:9][CH2:10][CH2:11][CH2:12][OH:14], predict the reactants needed to synthesize it. (4) Given the product [CH3:9][O:10][C:11](=[O:15])[CH:12]([O:8][C:4]([CH3:5])([CH3:3])[C:6]#[CH:7])[CH3:13], predict the reactants needed to synthesize it. The reactants are: [H-].[Na+].[CH3:3][C:4]([OH:8])([C:6]#[CH:7])[CH3:5].[CH3:9][O:10][C:11](=[O:15])[CH:12](Br)[CH3:13]. (5) Given the product [Cl:15][C:16]1[CH:21]=[CH:20][C:19]([C:2]2[C:10]3[S:9][C:8]([NH2:11])=[N:7][C:6]=3[CH:5]=[C:4]([CH3:12])[C:3]=2[O:13][CH3:14])=[CH:18][CH:17]=1, predict the reactants needed to synthesize it. The reactants are: Br[C:2]1[C:10]2[S:9][C:8]([NH2:11])=[N:7][C:6]=2[CH:5]=[C:4]([CH3:12])[C:3]=1[O:13][CH3:14].[Cl:15][C:16]1[CH:21]=[CH:20][C:19](B(O)O)=[CH:18][CH:17]=1.C([O-])([O-])=O.[K+].[K+].